From a dataset of Full USPTO retrosynthesis dataset with 1.9M reactions from patents (1976-2016). Predict the reactants needed to synthesize the given product. (1) The reactants are: [Cl:1][C:2]1[C:3]([F:21])=[C:4]2[CH:10]=[CH:9][N:8]([Si](C(C)C)(C(C)C)C(C)C)[C:5]2=[N:6][CH:7]=1.CCCC[N+](CCCC)(CCCC)CCCC.[F-].C(Cl)Cl. Given the product [Cl:1][C:2]1[C:3]([F:21])=[C:4]2[CH:10]=[CH:9][NH:8][C:5]2=[N:6][CH:7]=1, predict the reactants needed to synthesize it. (2) Given the product [CH2:1]([O:3][C:4]([C:6]1[CH:7]=[C:8]2[C:13](=[CH:14][CH:15]=1)[NH:12][CH:11]([C:16]1[CH:17]=[C:18]([N:27]3[CH2:32][CH2:31][O:30][CH2:29][CH2:28]3)[CH:19]=[C:20]([O:22][CH3:23])[CH:21]=1)[C:10]([CH3:26])([CH3:25])[CH2:9]2)=[O:5])[CH3:2], predict the reactants needed to synthesize it. The reactants are: [CH2:1]([O:3][C:4]([C:6]1[CH:7]=[C:8]2[C:13](=[CH:14][CH:15]=1)[NH:12][CH:11]([C:16]1[CH:21]=[C:20]([O:22][CH3:23])[CH:19]=[C:18](Br)[CH:17]=1)[C:10]([CH3:26])([CH3:25])[CH2:9]2)=[O:5])[CH3:2].[NH:27]1[CH2:32][CH2:31][O:30][CH2:29][CH2:28]1.Cl.CN(C)CC(O)=O.C(=O)([O-])[O-].[K+].[K+]. (3) Given the product [Br:1][C:2]1[CH:3]=[C:4]2[NH:10][C:9]([C:11]3[CH:12]=[C:13]([NH:14][C:26](=[O:27])[O:28][CH:29]([CH3:31])[CH3:30])[CH:15]=[CH:16][C:17]=3[Cl:18])=[N:8][C:5]2=[N:6][CH:7]=1, predict the reactants needed to synthesize it. The reactants are: [Br:1][C:2]1[CH:3]=[C:4]2[NH:10][C:9]([C:11]3[CH:12]=[C:13]([CH:15]=[CH:16][C:17]=3[Cl:18])[NH2:14])=[N:8][C:5]2=[N:6][CH:7]=1.N1C=CC=CC=1.Cl[C:26]([O:28][CH:29]([CH3:31])[CH3:30])=[O:27].